Predict the product of the given reaction. From a dataset of Forward reaction prediction with 1.9M reactions from USPTO patents (1976-2016). (1) Given the reactants [Br:1][C:2]1[CH:3]=[N:4][C:5]2[N:6]([N:8]=[C:9]([C:11]([OH:13])=O)[CH:10]=2)[CH:7]=1.[CH3:14][CH:15]1[C:24]2[C:19](=[C:20]([CH3:25])[CH:21]=[CH:22][CH:23]=2)[CH2:18][CH2:17][NH:16]1, predict the reaction product. The product is: [Br:1][C:2]1[CH:3]=[N:4][C:5]2[N:6]([N:8]=[C:9]([C:11]([N:16]3[CH2:17][CH2:18][C:19]4[C:24](=[CH:23][CH:22]=[CH:21][C:20]=4[CH3:25])[CH:15]3[CH3:14])=[O:13])[CH:10]=2)[CH:7]=1. (2) Given the reactants C([O:4][C@@H:5]1[C@@H:13]([CH2:14][O:15]C(=O)C)[O:12][CH:11]2[CH:7]([N:8]=[C:9]([NH:19][CH2:20][CH:21](F)[F:22])[S:10]2)[C@H:6]1[O:24]C(=O)C)(=O)C.C([O-])([O-])=O.[K+].[K+], predict the reaction product. The product is: [F:22][CH2:21][CH2:20][NH:19][C:9]1[S:10][CH:11]2[O:12][C@H:13]([CH2:14][OH:15])[C@@H:5]([OH:4])[C@H:6]([OH:24])[CH:7]2[N:8]=1. (3) Given the reactants O=[C:2]1[C:9]2[CH:8]=[C:7]([C:10]([O:12][CH3:13])=[O:11])[NH:6][C:5]=2[CH2:4][CH2:3]1.[Cl:14][C:15]1[CH:16]=[C:17]([CH:21]=[CH:22][CH:23]=1)[CH2:18][Mg]Cl, predict the reaction product. The product is: [Cl:14][C:15]1[CH:16]=[C:17]([CH:21]=[CH:22][CH:23]=1)[CH2:18][CH:2]1[C:9]2[CH:8]=[C:7]([C:10]([O:12][CH3:13])=[O:11])[NH:6][C:5]=2[CH2:4][CH2:3]1. (4) Given the reactants Br[C:2]1[C:3]2[CH2:4][CH2:5][N:6]([CH3:31])[C@@H:7]([C@@H:17]3[C:25]4[C:20](=[C:21]([O:28][CH3:29])[C:22]([O:26][CH3:27])=[CH:23][CH:24]=4)[C:19](=[O:30])[O:18]3)[C:8]=2[C:9]([O:15][CH3:16])=[C:10]2[O:14][CH2:13][O:12][C:11]=12.[N-:32]=[N+:33]=[N-:34].[Na+].[I-].[Na+], predict the reaction product. The product is: [N:32]([C:2]1[C:3]2[CH2:4][CH2:5][N:6]([CH3:31])[C@@H:7]([C@@H:17]3[C:25]4[C:20](=[C:21]([O:28][CH3:29])[C:22]([O:26][CH3:27])=[CH:23][CH:24]=4)[C:19](=[O:30])[O:18]3)[C:8]=2[C:9]([O:15][CH3:16])=[C:10]2[O:14][CH2:13][O:12][C:11]=12)=[N+:33]=[N-:34]. (5) The product is: [F:1][C:2]([F:33])([F:32])[C:3]1[CH:4]=[C:5]([CH:25]=[C:26]([C:28]([F:31])([F:30])[F:29])[CH:27]=1)[CH2:6][N:7]1[C@@H:11]([CH3:12])[C@H:10]([C:13]2[CH:18]=[C:17]([C:19]([F:22])([F:21])[F:20])[CH:16]=[CH:15][C:14]=2[C:41]2[CH:42]=[C:37]([CH:34]([CH3:36])[CH3:35])[CH:38]=[CH:39][C:40]=2[O:46][CH3:47])[O:9][C:8]1=[O:24]. Given the reactants [F:1][C:2]([F:33])([F:32])[C:3]1[CH:4]=[C:5]([CH:25]=[C:26]([C:28]([F:31])([F:30])[F:29])[CH:27]=1)[CH2:6][N:7]1[C@@H:11]([CH3:12])[C@H:10]([C:13]2[CH:18]=[C:17]([C:19]([F:22])([F:21])[F:20])[CH:16]=[CH:15][C:14]=2I)[O:9][C:8]1=[O:24].[CH:34]([C:37]1[CH:38]=[CH:39][C:40]([O:46][CH3:47])=[C:41](B(O)O)[CH:42]=1)([CH3:36])[CH3:35], predict the reaction product. (6) The product is: [F:2][C:3]1[CH:8]=[CH:7][CH:6]=[CH:5][C:4]=1[NH:9][NH:10][C:21](=[O:20])[C:22]1[CH:27]=[CH:26][CH:25]=[CH:24][C:23]=1[NH2:18]. Given the reactants Cl.[F:2][C:3]1[CH:8]=[CH:7][CH:6]=[CH:5][C:4]=1[NH:9][NH2:10].C(N(CC)CC)C.[NH:18]1[C:23]2[CH:24]=[CH:25][CH:26]=[CH:27][C:22]=2[C:21](=O)[O:20]C1=O, predict the reaction product. (7) Given the reactants [CH2:1]([O:8][C:9]1[CH:14]=[CH:13][NH:12][C:11](=[O:15])[CH:10]=1)[C:2]1[CH:7]=[CH:6][CH:5]=[CH:4][CH:3]=1.[CH3:16][S:17]([C:20]1[CH:25]=[CH:24][C:23](Br)=[CH:22][CH:21]=1)(=[O:19])=[O:18].OC1C=CC=C2C=1N=CC=C2.C(=O)([O-])[O-].[K+].[K+], predict the reaction product. The product is: [CH2:1]([O:8][C:9]1[CH:14]=[CH:13][N:12]([C:23]2[CH:24]=[CH:25][C:20]([S:17]([CH3:16])(=[O:19])=[O:18])=[CH:21][CH:22]=2)[C:11](=[O:15])[CH:10]=1)[C:2]1[CH:3]=[CH:4][CH:5]=[CH:6][CH:7]=1. (8) Given the reactants [N:1]1([CH2:6][C:7]2[CH:12]=[CH:11][C:10]([C:13]3[CH:17]=[C:16]([CH2:18][CH:19]([CH3:21])[CH3:20])[S:15][C:14]=3[S:22]([NH2:25])(=[O:24])=[O:23])=[CH:9][CH:8]=2)[CH:5]=[CH:4][N:3]=[CH:2]1.[OH-].[Na+].[CH2:28]([S:32](Cl)(=[O:34])=[O:33])[CH2:29][CH2:30][CH3:31], predict the reaction product. The product is: [CH2:28]([S:32]([NH:25][S:22]([C:14]1[S:15][C:16]([CH2:18][CH:19]([CH3:21])[CH3:20])=[CH:17][C:13]=1[C:10]1[CH:11]=[CH:12][C:7]([CH2:6][N:1]2[CH:5]=[CH:4][N:3]=[CH:2]2)=[CH:8][CH:9]=1)(=[O:24])=[O:23])(=[O:34])=[O:33])[CH2:29][CH2:30][CH3:31]. (9) Given the reactants [CH3:1][O:2][C:3](=[O:27])[C:4]1[CH:9]=[C:8]([C:10](=[O:25])[C:11]2[CH:16]=[CH:15][C:14]([NH:17][C:18]3[CH:23]=[CH:22][C:21]([Cl:24])=[CH:20][CH:19]=3)=[CH:13][CH:12]=2)[CH:7]=[C:6]([NH2:26])[CH:5]=1.[CH2:28]([O:32][C:33]1[CH:38]=[CH:37][C:36]([S:39](Cl)(=[O:41])=[O:40])=[CH:35][CH:34]=1)[CH2:29][CH2:30][CH3:31], predict the reaction product. The product is: [CH3:1][O:2][C:3](=[O:27])[C:4]1[CH:9]=[C:8]([C:10](=[O:25])[C:11]2[CH:16]=[CH:15][C:14]([NH:17][C:18]3[CH:23]=[CH:22][C:21]([Cl:24])=[CH:20][CH:19]=3)=[CH:13][CH:12]=2)[CH:7]=[C:6]([NH:26][S:39]([C:36]2[CH:35]=[CH:34][C:33]([O:32][CH2:28][CH2:29][CH2:30][CH3:31])=[CH:38][CH:37]=2)(=[O:41])=[O:40])[CH:5]=1.